The task is: Regression. Given two drug SMILES strings and cell line genomic features, predict the synergy score measuring deviation from expected non-interaction effect.. This data is from NCI-60 drug combinations with 297,098 pairs across 59 cell lines. (1) Synergy scores: CSS=1.91, Synergy_ZIP=-0.968, Synergy_Bliss=-0.409, Synergy_Loewe=-1.57, Synergy_HSA=-1.77. Drug 1: CS(=O)(=O)C1=CC(=C(C=C1)C(=O)NC2=CC(=C(C=C2)Cl)C3=CC=CC=N3)Cl. Drug 2: CS(=O)(=O)CCNCC1=CC=C(O1)C2=CC3=C(C=C2)N=CN=C3NC4=CC(=C(C=C4)OCC5=CC(=CC=C5)F)Cl. Cell line: HOP-62. (2) Drug 1: CC12CCC(CC1=CCC3C2CCC4(C3CC=C4C5=CN=CC=C5)C)O. Drug 2: CC(C1=C(C=CC(=C1Cl)F)Cl)OC2=C(N=CC(=C2)C3=CN(N=C3)C4CCNCC4)N. Cell line: HOP-62. Synergy scores: CSS=-1.37, Synergy_ZIP=-0.309, Synergy_Bliss=-0.234, Synergy_Loewe=-2.82, Synergy_HSA=-2.75. (3) Drug 2: COCCOC1=C(C=C2C(=C1)C(=NC=N2)NC3=CC=CC(=C3)C#C)OCCOC. Drug 1: CN(C)C(=N)N=C(N)N. Cell line: HCT116. Synergy scores: CSS=11.0, Synergy_ZIP=-3.90, Synergy_Bliss=-3.42, Synergy_Loewe=-89.5, Synergy_HSA=-2.79.